Predict the reactants needed to synthesize the given product. From a dataset of Full USPTO retrosynthesis dataset with 1.9M reactions from patents (1976-2016). Given the product [C:24]([C@@H:31]([CH2:34][CH2:35][NH2:17])[CH:32]([C:9]1[O:8][C:7]([C:1]2[CH:2]=[CH:3][CH:4]=[CH:5][CH:6]=2)=[N:11][N:10]=1)[OH:33])([O:26][C:27]([CH3:30])([CH3:29])[CH3:28])=[O:25], predict the reactants needed to synthesize it. The reactants are: [C:1]1([C:7]2[O:8][CH:9]=[N:10][N:11]=2)[CH:6]=[CH:5][CH:4]=[CH:3][CH:2]=1.[Li]CCCC.[N:17]#N.CCOCC.[C:24]([C@:31](N)([CH2:34][CH3:35])[CH:32]=[O:33])([O:26][C:27]([CH3:30])([CH3:29])[CH3:28])=[O:25].